Dataset: Catalyst prediction with 721,799 reactions and 888 catalyst types from USPTO. Task: Predict which catalyst facilitates the given reaction. (1) Reactant: O.[NH2:2][NH2:3].[Br:4][C:5]1[CH:6]=[N:7][C:8](Cl)=[C:9]([CH:12]=1)[C:10]#[N:11]. Product: [Br:4][C:5]1[CH:12]=[C:9]2[C:10]([NH2:11])=[N:3][NH:2][C:8]2=[N:7][CH:6]=1. The catalyst class is: 8. (2) Reactant: [Cl:1][C:2]1[CH:3]=[C:4]([C:11]2[CH:16]=[CH:15][C:14]([F:17])=[CH:13][CH:12]=2)[CH:5]=[CH:6][C:7]=1[C:8](O)=[O:9]. Product: [Cl:1][C:2]1[CH:3]=[C:4]([C:11]2[CH:16]=[CH:15][C:14]([F:17])=[CH:13][CH:12]=2)[CH:5]=[CH:6][C:7]=1[CH2:8][OH:9]. The catalyst class is: 7. (3) Product: [CH2:1]([C:5]1[N:6]=[C:7]2[CH:22]=[CH:21][CH:20]=[CH:19][N:8]2[C:9](=[O:18])[C:10]=1[C:11]1[CH:16]=[CH:15][C:14]([NH:23][CH:24]2[CH2:29][CH2:28][CH2:27][N:26]([C:30]([O:32][C:33]([CH3:36])([CH3:35])[CH3:34])=[O:31])[CH2:25]2)=[CH:13][CH:12]=1)[CH2:2][CH2:3][CH3:4]. Reactant: [CH2:1]([C:5]1[N:6]=[C:7]2[CH:22]=[CH:21][CH:20]=[CH:19][N:8]2[C:9](=[O:18])[C:10]=1[C:11]1[CH:16]=[CH:15][C:14](Cl)=[CH:13][CH:12]=1)[CH2:2][CH2:3][CH3:4].[NH2:23][CH:24]1[CH2:29][CH2:28][CH2:27][N:26]([C:30]([O:32][C:33]([CH3:36])([CH3:35])[CH3:34])=[O:31])[CH2:25]1.CC(P(C(C)(C)C)C1C(C2C=CC=CC=2)=CC=CC=1)(C)C.CC(C)([O-])C.[Na+]. The catalyst class is: 164.